Dataset: Catalyst prediction with 721,799 reactions and 888 catalyst types from USPTO. Task: Predict which catalyst facilitates the given reaction. Reactant: [F:1][C:2]1[CH:3]=[C:4]([CH2:9][CH:10]([NH:14][C:15](=[O:21])[O:16][C:17]([CH3:20])([CH3:19])[CH3:18])[CH:11]2[CH2:13][O:12]2)[CH:5]=[C:6]([F:8])[CH:7]=1.[CH2:22]([C:27]1[S:28][CH:29]=[C:30]([C:32]2([NH2:35])[CH2:34][CH2:33]2)[N:31]=1)[C:23]([CH3:26])([CH3:25])[CH3:24].C(N(CC)C(C)C)(C)C. Product: [F:1][C:2]1[CH:3]=[C:4]([CH2:9][CH:10]([NH:14][C:15](=[O:21])[O:16][C:17]([CH3:20])([CH3:19])[CH3:18])[CH:11]([OH:12])[CH2:13][NH:35][C:32]2([C:30]3[N:31]=[C:27]([CH2:22][C:23]([CH3:26])([CH3:25])[CH3:24])[S:28][CH:29]=3)[CH2:33][CH2:34]2)[CH:5]=[C:6]([F:8])[CH:7]=1. The catalyst class is: 32.